This data is from Forward reaction prediction with 1.9M reactions from USPTO patents (1976-2016). The task is: Predict the product of the given reaction. (1) Given the reactants [NH2:1][C:2]1[CH:7]=[CH:6][C:5]([C:8](=[O:12])[CH2:9][CH2:10][CH3:11])=[CH:4][CH:3]=1.[S:13]1[CH:17]=[CH:16][C:15]([CH:18]=O)=[CH:14]1.C(O)(=O)C, predict the reaction product. The product is: [S:13]1[CH:17]=[CH:16][C:15]([CH2:18][NH:1][C:2]2[CH:3]=[CH:4][C:5]([C:8](=[O:12])[CH2:9][CH2:10][CH3:11])=[CH:6][CH:7]=2)=[CH:14]1. (2) Given the reactants [C:1]([O:5][C:6]([N:8]1[CH2:13][CH2:12][CH:11]([C:14]([OH:16])=O)[CH2:10][CH2:9]1)=[O:7])([CH3:4])([CH3:3])[CH3:2].C1N=CN(C(N2C=NC=C2)=[O:23])C=1.C([Mg]Cl)(C)C.Cl.[CH2:35]1[CH2:39][O:38][CH2:37][CH2:36]1, predict the reaction product. The product is: [C:1]([O:5][C:6]([N:8]1[CH2:9][CH2:10][CH:11]([C:14](=[O:16])[CH2:36][C:37]([O:38][CH2:39][CH3:35])=[O:23])[CH2:12][CH2:13]1)=[O:7])([CH3:2])([CH3:3])[CH3:4]. (3) Given the reactants [N:1]1[CH:6]=[CH:5][N:4]=[CH:3][C:2]=1[C:7]1[N:11]2[CH2:12][CH2:13][NH:14][C:15](=[O:16])[C:10]2=[N:9][N:8]=1.Br[CH2:18][C:19]1[CH:24]=[CH:23][CH:22]=[C:21]([C:25]([F:28])([F:27])[F:26])[C:20]=1[Cl:29].Br[CH2:31]C1C=CC=C(Cl)C=1Cl, predict the reaction product. The product is: [Cl:29][C:20]1[C:21]([C:25]([F:28])([F:27])[F:26])=[CH:22][CH:23]=[CH:24][C:19]=1[CH2:18][N:14]1[CH:13]([CH3:31])[CH2:12][N:11]2[C:7]([C:2]3[CH:3]=[N:4][CH:5]=[CH:6][N:1]=3)=[N:8][N:9]=[C:10]2[C:15]1=[O:16]. (4) Given the reactants [Cl:1][C:2]1[C:6]([Cl:7])=[C:5]([CH3:8])[NH:4][C:3]=1[C:9]([NH:11][CH:12]1[CH2:17][CH2:16][N:15]([C:18]2[CH:19]=[C:20]([CH:24]=[C:25]([O:27][CH2:28][CH2:29][N:30]([CH3:32])[CH3:31])[N:26]=2)[C:21](O)=[O:22])[CH2:14][CH2:13]1)=[O:10].Cl.[CH3:34][O:35][NH2:36], predict the reaction product. The product is: [Cl:1][C:2]1[C:6]([Cl:7])=[C:5]([CH3:8])[NH:4][C:3]=1[C:9]([NH:11][CH:12]1[CH2:17][CH2:16][N:15]([C:18]2[CH:19]=[C:20]([CH:24]=[C:25]([O:27][CH2:28][CH2:29][N:30]([CH3:32])[CH3:31])[N:26]=2)[C:21]([NH:36][O:35][CH3:34])=[O:22])[CH2:14][CH2:13]1)=[O:10]. (5) The product is: [ClH:49].[CH:1]([C:4]1[CH:9]=[C:8]([OH:10])[CH:7]=[C:6]([CH:11]([CH3:13])[CH3:12])[C:5]=1[NH:14][C:15](=[O:48])[N:16]([CH2:41][CH2:42][CH2:43][CH2:44][CH2:45][CH2:46][CH3:47])[CH2:17][CH2:18][N:19]1[CH2:20][CH2:21][N:22]([CH2:25][CH2:26][S:27][C:28]2[O:29][C:30]3[C:36]([C:37]([F:38])([F:39])[F:40])=[CH:35][CH:34]=[CH:33][C:31]=3[N:32]=2)[CH2:23][CH2:24]1)([CH3:3])[CH3:2]. Given the reactants [CH:1]([C:4]1[CH:9]=[C:8]([OH:10])[CH:7]=[C:6]([CH:11]([CH3:13])[CH3:12])[C:5]=1[NH:14][C:15](=[O:48])[N:16]([CH2:41][CH2:42][CH2:43][CH2:44][CH2:45][CH2:46][CH3:47])[CH2:17][CH2:18][N:19]1[CH2:24][CH2:23][N:22]([CH2:25][CH2:26][S:27][C:28]2[O:29][C:30]3[C:36]([C:37]([F:40])([F:39])[F:38])=[CH:35][CH:34]=[CH:33][C:31]=3[N:32]=2)[CH2:21][CH2:20]1)([CH3:3])[CH3:2].[ClH:49], predict the reaction product.